From a dataset of Full USPTO retrosynthesis dataset with 1.9M reactions from patents (1976-2016). Predict the reactants needed to synthesize the given product. (1) Given the product [CH2:23]([O:30][CH2:31][CH2:32][N:33]([C:2]1[C:7]([N+:8]([O-:10])=[O:9])=[C:6]([NH:42][CH:37]2[CH2:41][CH2:40][CH2:39][CH2:38]2)[N:5]=[C:4]([S:12][CH3:13])[N:3]=1)[CH2:34][CH2:35][OH:36])[C:24]1[CH:29]=[CH:28][CH:27]=[CH:26][CH:25]=1, predict the reactants needed to synthesize it. The reactants are: Cl[C:2]1[C:7]([N+:8]([O-:10])=[O:9])=[C:6](Cl)[N:5]=[C:4]([S:12][CH3:13])[N:3]=1.C(N(C(C)C)CC)(C)C.[CH2:23]([O:30][CH2:31][CH2:32][NH:33][CH2:34][CH2:35][OH:36])[C:24]1[CH:29]=[CH:28][CH:27]=[CH:26][CH:25]=1.[CH:37]1([NH2:42])[CH2:41][CH2:40][CH2:39][CH2:38]1. (2) Given the product [OH:25][CH2:24][C:23]1[CH:28]=[CH:29][C:20]([NH:19][C@@H:16]2[CH2:17][CH2:18][N:14]([C:12]([O:11][C:7]([CH3:10])([CH3:9])[CH3:8])=[O:13])[CH2:15]2)=[N:21][CH:22]=1, predict the reactants needed to synthesize it. The reactants are: [H-].[Al+3].[Li+].[H-].[H-].[H-].[C:7]([O:11][C:12]([N:14]1[CH2:18][CH2:17][C@@H:16]([NH:19][C:20]2[CH:29]=[CH:28][C:23]([C:24](OC)=[O:25])=[CH:22][N:21]=2)[CH2:15]1)=[O:13])([CH3:10])([CH3:9])[CH3:8].O.[OH-].[Na+].